This data is from Reaction yield outcomes from USPTO patents with 853,638 reactions. The task is: Predict the reaction yield, written as a fraction of the theoretical maximum amount of product (1.0 means a 100% yield; for example, 0.34 means a 34% yield). (1) The yield is 0.520. The product is [Cl:22][C:17]1[CH:16]=[C:15]([C:10]2([O:13][CH3:14])[CH2:11][CH2:12][NH:8][CH2:9]2)[CH:20]=[C:19]([F:21])[CH:18]=1. The reactants are C([N:8]1[CH2:12][CH2:11][C:10]([C:15]2[CH:20]=[C:19]([F:21])[CH:18]=[C:17]([Cl:22])[CH:16]=2)([O:13][CH3:14])[CH2:9]1)C1C=CC=CC=1.ClC(OC(Cl)C)=O. The catalyst is ClCCCl. (2) The reactants are C([O:8][C:9]1[C:14]2[CH:15]=[C:16]([C:18]3[N:19]=[C:20]4[N:24]([CH:25]=3)[N:23]=[C:22]([O:26][CH3:27])[S:21]4)[O:17][C:13]=2[CH:12]=[C:11]([F:28])[CH:10]=1)C1C=CC=CC=1.CC1C(C)=C(C)C(C)=C(C)C=1.B(Cl)(Cl)Cl. The catalyst is ClCCl. The product is [F:28][C:11]1[CH:12]=[C:13]2[O:17][C:16]([C:18]3[N:19]=[C:20]4[N:24]([CH:25]=3)[N:23]=[C:22]([O:26][CH3:27])[S:21]4)=[CH:15][C:14]2=[C:9]([OH:8])[CH:10]=1. The yield is 0.980. (3) The reactants are [ClH:1].O1CCOCC1.[Cl:8][C:9]1[CH:14]=[CH:13][C:12]([C@H:15]([C:28]([N:30]2[CH2:35][CH2:34][N:33]([C:36]3[C:37]4[C@H:44]([CH3:45])[CH2:43][CH2:42][C:38]=4[N:39]=[CH:40][N:41]=3)[CH2:32][CH2:31]2)=[O:29])[CH2:16][N:17]([CH:25]([CH3:27])[CH3:26])C(=O)OC(C)(C)C)=[CH:11][CH:10]=1. The catalyst is O1CCOCC1. The product is [ClH:8].[ClH:1].[Cl:8][C:9]1[CH:14]=[CH:13][C:12]([C@@H:15]([CH2:16][NH:17][CH:25]([CH3:27])[CH3:26])[C:28]([N:30]2[CH2:35][CH2:34][N:33]([C:36]3[C:37]4[C@H:44]([CH3:45])[CH2:43][CH2:42][C:38]=4[N:39]=[CH:40][N:41]=3)[CH2:32][CH2:31]2)=[O:29])=[CH:11][CH:10]=1. The yield is 0.946. (4) The reactants are [Cl:1][C:2]1[CH:3]=[C:4]([CH2:8][CH2:9][NH2:10])[CH:5]=[N:6][CH:7]=1.[C:11](O[C:11]([O:13][C:14]([CH3:17])([CH3:16])[CH3:15])=[O:12])([O:13][C:14]([CH3:17])([CH3:16])[CH3:15])=[O:12]. The catalyst is C1COCC1. The product is [Cl:1][C:2]1[CH:3]=[C:4]([CH2:8][CH2:9][NH:10][C:11](=[O:12])[O:13][C:14]([CH3:17])([CH3:16])[CH3:15])[CH:5]=[N:6][CH:7]=1. The yield is 0.480. (5) The reactants are Br[CH2:2][C:3]([C:5]1[CH:10]=[CH:9][C:8]([O:11][CH2:12][CH2:13][CH2:14][CH2:15][CH2:16][CH2:17][CH3:18])=[CH:7][CH:6]=1)=O.[Br:19][C:20]1[CH:28]=[CH:27][C:23]([C:24](=[S:26])[NH2:25])=[CH:22][CH:21]=1.C(O)(C)C. The catalyst is CCO. The product is [Br:19][C:20]1[CH:28]=[CH:27][C:23]([C:24]2[S:26][CH:2]=[C:3]([C:5]3[CH:10]=[CH:9][C:8]([O:11][CH2:12][CH2:13][CH2:14][CH2:15][CH2:16][CH2:17][CH3:18])=[CH:7][CH:6]=3)[N:25]=2)=[CH:22][CH:21]=1. The yield is 0.520. (6) The reactants are C([Cl:4])(=O)C.[NH2:5][C:6]1[NH:10][N:9]=[C:8]([NH:11][C:12]2[CH:17]=[C:16]([C:18]([F:21])([F:20])[F:19])[C:15]([C:22]3[CH:27]=[CH:26][C:25]([O:28][CH3:29])=[C:24]([S:30]([NH:33][C:34]4([CH3:45])[CH2:37][N:36](C(OC(C)(C)C)=O)[CH2:35]4)(=[O:32])=[O:31])[CH:23]=3)=[C:14]([Cl:46])[CH:13]=2)[N:7]=1. The catalyst is CO. The product is [ClH:4].[NH2:5][C:6]1[NH:10][N:9]=[C:8]([NH:11][C:12]2[CH:17]=[C:16]([C:18]([F:20])([F:19])[F:21])[C:15]([C:22]3[CH:27]=[CH:26][C:25]([O:28][CH3:29])=[C:24]([S:30]([NH:33][C:34]4([CH3:45])[CH2:37][NH:36][CH2:35]4)(=[O:32])=[O:31])[CH:23]=3)=[C:14]([Cl:46])[CH:13]=2)[N:7]=1. The yield is 0.970.